This data is from Peptide-MHC class II binding affinity with 134,281 pairs from IEDB. The task is: Regression. Given a peptide amino acid sequence and an MHC pseudo amino acid sequence, predict their binding affinity value. This is MHC class II binding data. (1) The peptide sequence is VNKYLKVVFIPNYNV. The MHC is DRB3_0101 with pseudo-sequence DRB3_0101. The binding affinity (normalized) is 0.464. (2) The peptide sequence is PGGAKKPLRPRWCDE. The MHC is DRB1_0901 with pseudo-sequence DRB1_0901. The binding affinity (normalized) is 0.225.